Dataset: NCI-60 drug combinations with 297,098 pairs across 59 cell lines. Task: Regression. Given two drug SMILES strings and cell line genomic features, predict the synergy score measuring deviation from expected non-interaction effect. (1) Drug 1: CC1=C(C=C(C=C1)NC2=NC=CC(=N2)N(C)C3=CC4=NN(C(=C4C=C3)C)C)S(=O)(=O)N.Cl. Drug 2: CC=C1C(=O)NC(C(=O)OC2CC(=O)NC(C(=O)NC(CSSCCC=C2)C(=O)N1)C(C)C)C(C)C. Cell line: SF-539. Synergy scores: CSS=29.7, Synergy_ZIP=-10.6, Synergy_Bliss=-17.1, Synergy_Loewe=-39.9, Synergy_HSA=-13.0. (2) Drug 1: CS(=O)(=O)CCNCC1=CC=C(O1)C2=CC3=C(C=C2)N=CN=C3NC4=CC(=C(C=C4)OCC5=CC(=CC=C5)F)Cl. Drug 2: CC1C(C(CC(O1)OC2CC(CC3=C2C(=C4C(=C3O)C(=O)C5=C(C4=O)C(=CC=C5)OC)O)(C(=O)CO)O)N)O.Cl. Cell line: UACC-257. Synergy scores: CSS=27.7, Synergy_ZIP=-1.18, Synergy_Bliss=-0.374, Synergy_Loewe=-17.4, Synergy_HSA=-0.0745. (3) Drug 1: CC(C1=C(C=CC(=C1Cl)F)Cl)OC2=C(N=CC(=C2)C3=CN(N=C3)C4CCNCC4)N. Drug 2: CN1C2=C(C=C(C=C2)N(CCCl)CCCl)N=C1CCCC(=O)O.Cl. Cell line: HL-60(TB). Synergy scores: CSS=35.7, Synergy_ZIP=5.68, Synergy_Bliss=8.56, Synergy_Loewe=-6.13, Synergy_HSA=5.39. (4) Drug 1: C1CCC(C1)C(CC#N)N2C=C(C=N2)C3=C4C=CNC4=NC=N3. Drug 2: CCC1=C2CN3C(=CC4=C(C3=O)COC(=O)C4(CC)O)C2=NC5=C1C=C(C=C5)O. Cell line: SK-OV-3. Synergy scores: CSS=12.5, Synergy_ZIP=-3.93, Synergy_Bliss=-1.77, Synergy_Loewe=-24.9, Synergy_HSA=-1.33.